Dataset: NCI-60 drug combinations with 297,098 pairs across 59 cell lines. Task: Regression. Given two drug SMILES strings and cell line genomic features, predict the synergy score measuring deviation from expected non-interaction effect. (1) Cell line: CAKI-1. Synergy scores: CSS=-4.22, Synergy_ZIP=-0.627, Synergy_Bliss=-3.73, Synergy_Loewe=-0.951, Synergy_HSA=-4.08. Drug 1: CC(C)(C#N)C1=CC(=CC(=C1)CN2C=NC=N2)C(C)(C)C#N. Drug 2: COC1=C2C(=CC3=C1OC=C3)C=CC(=O)O2. (2) Drug 1: C1=CC(=CC=C1CCCC(=O)O)N(CCCl)CCCl. Drug 2: CNC(=O)C1=NC=CC(=C1)OC2=CC=C(C=C2)NC(=O)NC3=CC(=C(C=C3)Cl)C(F)(F)F. Cell line: HL-60(TB). Synergy scores: CSS=64.5, Synergy_ZIP=-2.34, Synergy_Bliss=-5.43, Synergy_Loewe=-8.56, Synergy_HSA=-5.11. (3) Drug 1: C1CC(=O)NC(=O)C1N2CC3=C(C2=O)C=CC=C3N. Drug 2: CC1=CC2C(CCC3(C2CCC3(C(=O)C)OC(=O)C)C)C4(C1=CC(=O)CC4)C. Cell line: OVCAR-4. Synergy scores: CSS=-0.990, Synergy_ZIP=0.291, Synergy_Bliss=-0.154, Synergy_Loewe=-0.870, Synergy_HSA=-0.403.